Dataset: Peptide-MHC class II binding affinity with 134,281 pairs from IEDB. Task: Regression. Given a peptide amino acid sequence and an MHC pseudo amino acid sequence, predict their binding affinity value. This is MHC class II binding data. (1) The peptide sequence is ATKVAATAANAAPAN. The MHC is DRB1_0701 with pseudo-sequence DRB1_0701. The binding affinity (normalized) is 0.394. (2) The peptide sequence is YDEPMTPGQCNMVVE. The MHC is DRB1_0802 with pseudo-sequence DRB1_0802. The binding affinity (normalized) is 0.141. (3) The peptide sequence is TLILLETFVRVNPDD. The MHC is DRB1_0101 with pseudo-sequence DRB1_0101. The binding affinity (normalized) is 0.604. (4) The peptide sequence is GTLAVFLLLIMGQLT. The MHC is DRB1_1501 with pseudo-sequence DRB1_1501. The binding affinity (normalized) is 0.278. (5) The peptide sequence is LVDLCFWSAIFFTTS. The MHC is DRB1_0101 with pseudo-sequence DRB1_0101. The binding affinity (normalized) is 0.423. (6) The peptide sequence is FLNFLEANGLNAIDF. The MHC is DRB1_0701 with pseudo-sequence DRB1_0701. The binding affinity (normalized) is 0.746.